Predict the reactants needed to synthesize the given product. From a dataset of Full USPTO retrosynthesis dataset with 1.9M reactions from patents (1976-2016). (1) Given the product [OH:1][CH2:2][C@H:3]([NH:5][C:6]1[C:7]2[CH:30]=[CH:29][NH:28][C:8]=2[N:9]=[C:10]([NH:12][C:13]2[CH:18]=[CH:17][C:16]([N:19]3[CH2:20][CH2:21][N:22]([C:25](=[O:27])[CH3:26])[CH2:23][CH2:24]3)=[CH:15][CH:14]=2)[N:11]=1)[CH3:4], predict the reactants needed to synthesize it. The reactants are: [OH:1][CH2:2][C@H:3]([NH:5][C:6]1[C:7]2[CH:30]=[CH:29][N:28](S(C3C=CC(C)=CC=3)(=O)=O)[C:8]=2[N:9]=[C:10]([NH:12][C:13]2[CH:18]=[CH:17][C:16]([N:19]3[CH2:24][CH2:23][N:22]([C:25](=[O:27])[CH3:26])[CH2:21][CH2:20]3)=[CH:15][CH:14]=2)[N:11]=1)[CH3:4].[OH-].[K+]. (2) Given the product [S:50](=[O:52])(=[O:51])([O:39][CH2:38][C@H:24]1[CH2:23][C@@H:22]([NH:21][C:16]2[C:15]([C:13]([C:10]3[S:11][CH:12]=[C:8]([CH2:7][C:1]4[CH2:6][CH2:5][CH2:4][CH2:3][CH:2]=4)[CH:9]=3)=[O:14])=[CH:20][N:19]=[CH:18][N:17]=2)[CH2:26][C@@H:25]1[O:27][Si:28]([CH:35]([CH3:37])[CH3:36])([CH:32]([CH3:33])[CH3:34])[CH:29]([CH3:30])[CH3:31])[NH2:53], predict the reactants needed to synthesize it. The reactants are: [C:1]1([CH2:7][C:8]2[CH:9]=[C:10]([C:13]([C:15]3[C:16]([NH:21][C@H:22]4[CH2:26][C@H:25]([O:27][Si:28]([CH:35]([CH3:37])[CH3:36])([CH:32]([CH3:34])[CH3:33])[CH:29]([CH3:31])[CH3:30])[C@@H:24]([CH2:38][OH:39])[CH2:23]4)=[N:17][CH:18]=[N:19][CH:20]=3)=[O:14])[S:11][CH:12]=2)[CH2:6][CH2:5][CH2:4][CH2:3][CH:2]=1.C(N(CC)C(C)C)(C)C.Cl[S:50]([NH2:53])(=[O:52])=[O:51]. (3) Given the product [CH3:24][C:21]1[O:20][C:19]([C:15]2[CH:14]=[C:13]([N:12]3[C:3]4[CH:4]=[CH:5][C:6]5[CH:7]=[CH:8][CH:9]=[CH:10][C:11]=5[C:2]=4[NH:1][C:26](=[O:27])[C:25]3=[O:29])[CH:18]=[CH:17][CH:16]=2)=[N:23][N:22]=1, predict the reactants needed to synthesize it. The reactants are: [NH2:1][C:2]1[C:11]2[C:6](=[CH:7][CH:8]=[CH:9][CH:10]=2)[CH:5]=[CH:4][C:3]=1[NH:12][C:13]1[CH:18]=[CH:17][CH:16]=[C:15]([C:19]2[O:20][C:21]([CH3:24])=[N:22][N:23]=2)[CH:14]=1.[C:25](Cl)(=[O:29])[C:26](Cl)=[O:27]. (4) Given the product [OH:36][CH2:35][CH2:34][N:33]([CH2:32][C:27]1[CH:28]=[CH:29][CH:30]=[CH:31][N:26]=1)[C:23](=[O:24])[CH2:22][N:13]([S:10]([C:7]1[CH:6]=[CH:5][C:4]([CH:1]([CH3:3])[CH3:2])=[CH:9][N:8]=1)(=[O:12])=[O:11])[C:14]1[CH:15]=[N:16][C:17]([O:20][CH3:21])=[CH:18][CH:19]=1, predict the reactants needed to synthesize it. The reactants are: [CH:1]([C:4]1[CH:5]=[CH:6][C:7]([S:10]([N:13]([CH2:22][C:23](O)=[O:24])[C:14]2[CH:15]=[N:16][C:17]([O:20][CH3:21])=[CH:18][CH:19]=2)(=[O:12])=[O:11])=[N:8][CH:9]=1)([CH3:3])[CH3:2].[N:26]1[CH:31]=[CH:30][CH:29]=[CH:28][C:27]=1[CH2:32][NH:33][CH2:34][CH2:35][OH:36].